From a dataset of Catalyst prediction with 721,799 reactions and 888 catalyst types from USPTO. Predict which catalyst facilitates the given reaction. (1) Reactant: [CH:1]1([CH:7]([NH:23][C:24]2[CH:29]=[CH:28][C:27]([C:30]([N:32]([CH3:40])[CH2:33][CH2:34][C:35]([O:37][CH2:38][CH3:39])=[O:36])=[O:31])=[CH:26][CH:25]=2)[C:8]2[C:9]([CH2:21][CH3:22])=[N:10][N:11]([C:13]3[CH:18]=[CH:17][CH:16]=[C:15]([O:19][CH3:20])[CH:14]=3)[CH:12]=2)[CH2:6][CH2:5][CH2:4][CH2:3][CH2:2]1.[H-].[Na+].[CH3:43]I. Product: [CH:1]1([CH:7]([N:23]([CH3:43])[C:24]2[CH:29]=[CH:28][C:27]([C:30]([N:32]([CH3:40])[CH2:33][CH2:34][C:35]([O:37][CH2:38][CH3:39])=[O:36])=[O:31])=[CH:26][CH:25]=2)[C:8]2[C:9]([CH2:21][CH3:22])=[N:10][N:11]([C:13]3[CH:18]=[CH:17][CH:16]=[C:15]([O:19][CH3:20])[CH:14]=3)[CH:12]=2)[CH2:2][CH2:3][CH2:4][CH2:5][CH2:6]1. The catalyst class is: 80. (2) Reactant: O=[C:2]1[NH:7][C:6]([N:8]2[CH2:13][CH2:12][CH2:11][CH2:10][CH2:9]2)=[N:5][C:4]([C:14]2[CH:19]=[CH:18][CH:17]=[CH:16][CH:15]=2)=[C:3]1[CH:20]([CH2:25][CH2:26][CH3:27])[C:21]([O:23][CH3:24])=[O:22].P(Cl)(Cl)([Cl:30])=O.CN(C)C1C=CC=CC=1. Product: [Cl:30][C:2]1[C:3]([CH:20]([CH2:25][CH2:26][CH3:27])[C:21]([O:23][CH3:24])=[O:22])=[C:4]([C:14]2[CH:19]=[CH:18][CH:17]=[CH:16][CH:15]=2)[N:5]=[C:6]([N:8]2[CH2:13][CH2:12][CH2:11][CH2:10][CH2:9]2)[N:7]=1. The catalyst class is: 11. (3) Reactant: [Cl:1][C:2]1[N:7]=[C:6]([Cl:8])[C:5](O)=[C:4]([O:10][C:11]2([CH2:14][OH:15])[CH2:13][CH2:12]2)[N:3]=1.[C:16]1(P(C2C=CC=CC=2)C2C=CC=CC=2)C=CC=CC=1.CC(OC(/N=N/C(OC(C)C)=O)=O)C. Product: [CH:13]1([CH:11]2[O:10][C:4]3[N:3]=[C:2]([Cl:1])[N:7]=[C:6]([Cl:8])[C:5]=3[O:15][CH2:14]2)[CH2:12][CH2:16]1. The catalyst class is: 1. (4) Reactant: [CH3:1][N:2]1[C:6]([C:7](Cl)=[O:8])=[CH:5][C:4]([CH3:10])=[N:3]1.[CH:11]([O:14][C:15]([N:17]1[C:26]2[C:21](=N[C:23]([C:27]([F:30])([F:29])[F:28])=[CH:24][CH:25]=2)[CH:20]([NH:31][CH2:32][C:33]2[CH:38]=[C:37]([C:39]([F:42])([F:41])[F:40])[CH:36]=[C:35]([C:43]([F:46])([F:45])[F:44])[CH:34]=2)[CH2:19][CH:18]1[CH2:47][CH3:48])=[O:16])([CH3:13])[CH3:12].N1C=CC=C[CH:50]=1. Product: [CH:11]([O:14][C:15]([N:17]1[C:26]2[C:21](=[CH:50][C:23]([C:27]([F:29])([F:30])[F:28])=[CH:24][CH:25]=2)[C@H:20]([N:31]([CH2:32][C:33]2[CH:38]=[C:37]([C:39]([F:42])([F:40])[F:41])[CH:36]=[C:35]([C:43]([F:44])([F:46])[F:45])[CH:34]=2)[C:7]([C:6]2[N:2]([CH3:1])[N:3]=[C:4]([CH3:10])[CH:5]=2)=[O:8])[CH2:19][C@@H:18]1[CH2:47][CH3:48])=[O:16])([CH3:13])[CH3:12]. The catalyst class is: 4.